From a dataset of Catalyst prediction with 721,799 reactions and 888 catalyst types from USPTO. Predict which catalyst facilitates the given reaction. (1) The catalyst class is: 99. Reactant: [CH3:1][C@H:2]([N:15]=[N+]=[N-])[CH2:3][C:4]1[CH:9]=[C:8]([C:10]([F:13])([F:12])[F:11])[CH:7]=[CH:6][C:5]=1[CH3:14]. Product: [CH3:1][C@H:2]([NH2:15])[CH2:3][C:4]1[CH:9]=[C:8]([C:10]([F:11])([F:12])[F:13])[CH:7]=[CH:6][C:5]=1[CH3:14]. (2) Reactant: [CH3:1][C:2]1[CH:7]=[CH:6][C:5]([C:8]([OH:11])([CH3:10])[CH3:9])=[CH:4][C:3]=1[C:12]([F:15])([F:14])[F:13].[Br:16]N1C(=O)CCC1=O. Product: [Br:16][CH2:1][C:2]1[CH:7]=[CH:6][C:5]([C:8]([OH:11])([CH3:10])[CH3:9])=[CH:4][C:3]=1[C:12]([F:13])([F:14])[F:15]. The catalyst class is: 340. (3) Reactant: [Cl:1][C:2]1[C:11]2[C:6](=[CH:7][CH:8]=[C:9]([S:12](Cl)(=[O:14])=[O:13])[CH:10]=2)[C:5]([Cl:16])=[CH:4][N:3]=1.[C:17]([O:21][C:22](=[O:32])[CH2:23][NH:24][CH2:25][C:26]1[CH:31]=[CH:30][CH:29]=[CH:28][CH:27]=1)([CH3:20])([CH3:19])[CH3:18].CCN(CC)CC. Product: [C:17]([O:21][C:22](=[O:32])[CH2:23][N:24]([S:12]([C:9]1[CH:10]=[C:11]2[C:6]([C:5]([Cl:16])=[CH:4][N:3]=[C:2]2[Cl:1])=[CH:7][CH:8]=1)(=[O:14])=[O:13])[CH2:25][C:26]1[CH:31]=[CH:30][CH:29]=[CH:28][CH:27]=1)([CH3:20])([CH3:18])[CH3:19]. The catalyst class is: 2. (4) Reactant: [CH:1]([N:4]=[C:5]=[O:6])([CH3:3])[CH3:2].[O:7]1[C:11]2[CH:12]=[CH:13][CH:14]=[CH:15][C:10]=2[N:9]=[C:8]1[N:16]1[CH2:21][CH2:20][CH2:19][CH2:18][C@H:17]1[C:22]([NH:24][CH2:25][CH2:26][N:27]1[C@H:32]([CH3:33])[CH2:31][NH:30][CH2:29][C@@H:28]1[CH3:34])=[O:23].C(=O)([O-])[O-].[K+].[K+]. Product: [NH3:4].[O:7]1[C:11]2[CH:12]=[CH:13][CH:14]=[CH:15][C:10]=2[N:9]=[C:8]1[N:16]1[CH2:21][CH2:20][CH2:19][CH2:18][C@H:17]1[C:22]([NH:24][CH2:25][CH2:26][N:27]1[C@@H:32]([CH3:33])[CH2:31][N:30]([C:5]([NH:4][CH:1]([CH3:3])[CH3:2])=[O:6])[CH2:29][C@H:28]1[CH3:34])=[O:23]. The catalyst class is: 10.